From a dataset of Reaction yield outcomes from USPTO patents with 853,638 reactions. Predict the reaction yield, written as a fraction of the theoretical maximum amount of product (1.0 means a 100% yield; for example, 0.34 means a 34% yield). (1) The reactants are Br[C:2]1[N:7]=[C:6]2[N:8]([CH2:12][CH:13]3[CH2:18][CH2:17][O:16][CH2:15][CH2:14]3)[C:9](=[O:11])[NH:10][C:5]2=[N:4][CH:3]=1.BrC1N=C(NC[CH:28]2[CH2:33][CH2:32]O[CH2:30][CH2:29]2)C(N)=NC=1.C(N1[CH:46]=[CH:45][N:44]=[CH:43]1)([N:44]1[CH:45]=[CH:46]N=[CH:43]1)=O.[O:47]1CCCC1. No catalyst specified. The product is [CH3:43][NH:44][C:45](=[O:47])[C:46]1[CH:32]=[CH:33][C:28]([C:2]2[N:7]=[C:6]3[N:8]([CH2:12][CH:13]4[CH2:18][CH2:17][O:16][CH2:15][CH2:14]4)[C:9](=[O:11])[NH:10][C:5]3=[N:4][CH:3]=2)=[CH:29][CH:30]=1. The yield is 0.670. (2) The reactants are [CH2:1]([O:3][CH:4]([O:19][CH2:20][CH3:21])[C@@H:5]([NH:7][CH2:8][C:9]1[CH:18]=[CH:17][CH:16]=[C:15]2[C:10]=1[N:11]=[CH:12][CH:13]=[N:14]2)[CH3:6])[CH3:2].[CH:22]1[C:34]2[CH:33]([CH2:35][O:36][C:37]([NH:39][C@@H:40]([CH2:44][C:45]3[CH:50]=[CH:49][C:48]([O:51][C:52]([CH3:55])([CH3:54])[CH3:53])=[CH:47][CH:46]=3)[C:41](O)=[O:42])=[O:38])[C:32]3[C:27](=[CH:28][CH:29]=[CH:30][CH:31]=3)[C:26]=2[CH:25]=[CH:24][CH:23]=1. No catalyst specified. The product is [C:52]([O:51][C:48]1[CH:47]=[CH:46][C:45]([CH2:44][C@H:40]([NH:39][C:37](=[O:38])[O:36][CH2:35][CH:33]2[C:34]3[CH:22]=[CH:23][CH:24]=[CH:25][C:26]=3[C:27]3[C:32]2=[CH:31][CH:30]=[CH:29][CH:28]=3)[C:41]([N:7]([C@@H:5]([CH3:6])[CH:4]([O:19][CH2:20][CH3:21])[O:3][CH2:1][CH3:2])[CH2:8][C:9]2[CH:18]=[CH:17][CH:16]=[C:15]3[C:10]=2[N:11]=[CH:12][CH:13]=[N:14]3)=[O:42])=[CH:50][CH:49]=1)([CH3:55])([CH3:53])[CH3:54]. The yield is 0.480. (3) The reactants are [Br:1][C:2]1[CH:7]=[CH:6][C:5]([C:8]2[NH:12][C:11]([CH:13]3[C@@H:18]4[CH2:19][C@@H:15]([CH2:16][CH2:17]4)[N:14]3[C:20](OC(C)(C)C)=[O:21])=[N:10][CH:9]=2)=[C:4]([F:27])[CH:3]=1.Cl.[CH3:29][O:30][C@H:31]([CH3:41])[C@H:32]([NH:36][C:37]([O:39][CH3:40])=[O:38])C(O)=O.CN(C(ON1N=NC2C=CC=NC1=2)=[N+](C)C)C.F[P-](F)(F)(F)(F)F.CCN(C(C)C)C(C)C. The catalyst is C(Cl)Cl.CCOC(C)=O.CN(C=O)C. The product is [Br:1][C:2]1[CH:7]=[CH:6][C:5]([C:8]2[NH:12][C:11]([CH:13]3[C@@H:18]4[CH2:19][C@@H:15]([CH2:16][CH2:17]4)[N:14]3[C:20](=[O:21])[C@@H:32]([NH:36][C:37](=[O:38])[O:39][CH3:40])[C@H:31]([O:30][CH3:29])[CH3:41])=[N:10][CH:9]=2)=[C:4]([F:27])[CH:3]=1. The yield is 0.780. (4) The catalyst is ClCCl. The reactants are [Cl:1][C:2]1[CH:21]=[CH:20][C:5]([O:6][C:7]2[CH:19]=[CH:18][C:10]([O:11][CH2:12][C@H:13]3[CH2:17][CH2:16][CH2:15][NH:14]3)=[CH:9][CH:8]=2)=[CH:4][CH:3]=1.C(N(CC)CC)C.Br[CH2:30][C:31]([O:33][C:34]([CH3:37])([CH3:36])[CH3:35])=[O:32].O.ClCCl. The product is [C:34]([O:33][C:31](=[O:32])[CH2:30][N:14]1[CH2:15][CH2:16][CH2:17][C@@H:13]1[CH2:12][O:11][C:10]1[CH:18]=[CH:19][C:7]([O:6][C:5]2[CH:20]=[CH:21][C:2]([Cl:1])=[CH:3][CH:4]=2)=[CH:8][CH:9]=1)([CH3:37])([CH3:36])[CH3:35]. The yield is 0.750. (5) The reactants are [C:1]([OH:11])(=[O:10])[C@@H:2]([C:4]1[CH:9]=[CH:8][CH:7]=[CH:6][CH:5]=1)[OH:3].[N:12]1[CH:17]=[CH:16][CH:15]=[C:14]([CH2:18][C@H:19]2[C@H:24]([NH:25][C:26]([C:28]3[O:29][C:30]4[CH:36]=[CH:35][CH:34]=[CH:33][C:31]=4[CH:32]=3)=[O:27])[CH:23]3[CH2:37][CH2:38][N:20]2[CH2:21][CH2:22]3)[CH:13]=1.C(OCC)(=O)C. The catalyst is C(O)C. The product is [C:1]([OH:11])(=[O:10])[C@@H:2]([C:4]1[CH:9]=[CH:8][CH:7]=[CH:6][CH:5]=1)[OH:3].[N:12]1[CH:17]=[CH:16][CH:15]=[C:14]([CH2:18][C@H:19]2[C@H:24]([NH:25][C:26]([C:28]3[O:29][C:30]4[CH:36]=[CH:35][CH:34]=[CH:33][C:31]=4[CH:32]=3)=[O:27])[CH:23]3[CH2:37][CH2:38][N:20]2[CH2:21][CH2:22]3)[CH:13]=1. The yield is 0.624. (6) The reactants are [N+:1]([C:4]1[CH:5]=[C:6]([CH:14]=[C:15]([C:17]([F:20])([F:19])[F:18])[CH:16]=1)[CH2:7][N:8]1[CH2:13][CH2:12][O:11][CH2:10][CH2:9]1)([O-])=O.C(O)C.O.NN. The catalyst is C1COCC1.[Ni]. The product is [N:8]1([CH2:7][C:6]2[CH:5]=[C:4]([NH2:1])[CH:16]=[C:15]([C:17]([F:18])([F:20])[F:19])[CH:14]=2)[CH2:13][CH2:12][O:11][CH2:10][CH2:9]1. The yield is 0.980.